This data is from Forward reaction prediction with 1.9M reactions from USPTO patents (1976-2016). The task is: Predict the product of the given reaction. (1) Given the reactants [O:1]=[C:2]1[NH:7][CH:6]=[C:5]([C:8]([OH:10])=O)[CH:4]=[CH:3]1.O[N:12]=[C:13]([C:15]1[CH:20]=[CH:19][C:18]([C:21]2([C:24]([F:27])([F:26])[F:25])[CH2:23][CH2:22]2)=[CH:17][CH:16]=1)[NH2:14], predict the reaction product. The product is: [F:25][C:24]([F:26])([F:27])[C:21]1([C:18]2[CH:19]=[CH:20][C:15]([C:13]3[N:14]=[C:8]([C:5]4[CH:4]=[CH:3][C:2](=[O:1])[NH:7][CH:6]=4)[O:10][N:12]=3)=[CH:16][CH:17]=2)[CH2:23][CH2:22]1. (2) The product is: [C:1]([C:5]1[CH:6]=[C:7]([C:18]2[CH:19]=[N:20][C:21]([C:24]([F:27])([F:25])[F:26])=[CH:22][CH:23]=2)[C:8]([OH:14])=[C:9]([C:11](=[O:13])[CH3:12])[CH:10]=1)([CH3:2])([CH3:3])[CH3:4]. Given the reactants [C:1]([C:5]1[CH:6]=[C:7]([C:18]2[CH:19]=[N:20][C:21]([C:24]([F:27])([F:26])[F:25])=[CH:22][CH:23]=2)[C:8]([O:14]COC)=[C:9]([C:11](=[O:13])[CH3:12])[CH:10]=1)([CH3:4])([CH3:3])[CH3:2].C1(C)C=CC(S(O)(=O)=O)=CC=1, predict the reaction product. (3) Given the reactants Cl.[NH2:2][C@@H:3]([C:6]1[CH:11]=[CH:10][CH:9]=[CH:8][C:7]=1[Cl:12])[CH2:4][OH:5].[OH-].[K+].C1C[O:18][CH2:17]C1.C(=O)(OC(Cl)(Cl)Cl)OC(Cl)(Cl)Cl, predict the reaction product. The product is: [Cl:12][C:7]1[CH:8]=[CH:9][CH:10]=[CH:11][C:6]=1[C@H:3]1[CH2:4][O:5][C:17](=[O:18])[NH:2]1. (4) Given the reactants C([O:3][C:4](=O)[CH2:5][C:6]([C:8]1[CH:13]=[CH:12][C:11]([O:14][CH:15]([CH3:17])[CH3:16])=[C:10]([CH3:18])[CH:9]=1)=O)C.[NH2:20][NH2:21], predict the reaction product. The product is: [OH:3][C:4]1[NH:21][N:20]=[C:6]([C:8]2[CH:13]=[CH:12][C:11]([O:14][CH:15]([CH3:17])[CH3:16])=[C:10]([CH3:18])[CH:9]=2)[CH:5]=1.